Task: Predict the reaction yield, written as a fraction of the theoretical maximum amount of product (1.0 means a 100% yield; for example, 0.34 means a 34% yield).. Dataset: Reaction yield outcomes from USPTO patents with 853,638 reactions (1) The reactants are [NH2:1][C:2]1[NH:6][N:5]=[C:4]([S:7][CH3:8])[C:3]=1[C:9]#[N:10].S(=O)(=O)(O)[OH:12].N. No catalyst specified. The product is [NH2:1][C:2]1[NH:6][N:5]=[C:4]([S:7][CH3:8])[C:3]=1[C:9]([NH2:10])=[O:12]. The yield is 0.900. (2) The reactants are [OH:1][CH2:2][CH:3]1[CH2:8][CH2:7][CH2:6][N:5]([C:9]2[CH:10]=[CH:11][C:12](=[O:15])[NH:13][N:14]=2)[CH2:4]1.C(=O)([O-])[O-].[Cs+].[Cs+].[CH3:22][O:23][C:24](=[O:33])[C:25]1[CH:30]=[CH:29][CH:28]=[C:27]([CH2:31]Br)[CH:26]=1. The catalyst is CN1CCCC1=O. The product is [CH3:22][O:23][C:24](=[O:33])[C:25]1[CH:30]=[CH:29][CH:28]=[C:27]([CH2:31][N:13]2[C:12](=[O:15])[CH:11]=[CH:10][C:9]([N:5]3[CH2:6][CH2:7][CH2:8][CH:3]([CH2:2][OH:1])[CH2:4]3)=[N:14]2)[CH:26]=1. The yield is 0.410. (3) The reactants are [NH2:1][C:2]1[CH:3]=[C:4]([C:9]([O:12][CH3:13])=[CH:10][N:11]=1)[C:5]([O:7][CH3:8])=[O:6].Br[CH:15]([CH2:22][CH:23]1[CH2:28][CH2:27][C:26]([F:30])([F:29])[CH2:25][CH2:24]1)[C:16](=O)[C:17]([F:20])([F:19])[F:18]. The catalyst is C(O)CCC. The product is [F:29][C:26]1([F:30])[CH2:27][CH2:28][CH:23]([CH2:22][C:15]2[N:11]3[CH:10]=[C:9]([O:12][CH3:13])[C:4]([C:5]([O:7][CH3:8])=[O:6])=[CH:3][C:2]3=[N:1][C:16]=2[C:17]([F:18])([F:19])[F:20])[CH2:24][CH2:25]1. The yield is 0.520. (4) The reactants are [C:1]1(=[O:7])[O:6][C:4](=[O:5])[CH2:3][CH2:2]1.[NH2:8][C:9]1[CH:10]=[C:11]2[C:27](=[O:28])[NH:26][N:25]=[CH:24][C:13]3=[C:14]([C:18]4[CH:23]=[CH:22][CH:21]=[CH:20][CH:19]=4)[NH:15][C:16]([CH:17]=1)=[C:12]23. The catalyst is CN(C)C=O.CO. The product is [O:28]=[C:27]1[C:11]2[C:12]3[C:13](=[C:14]([C:18]4[CH:23]=[CH:22][CH:21]=[CH:20][CH:19]=4)[NH:15][C:16]=3[CH:17]=[C:9]([NH:8][C:4](=[O:5])[CH2:3][CH2:2][C:1]([OH:6])=[O:7])[CH:10]=2)[CH:24]=[N:25][NH:26]1. The yield is 0.770. (5) The reactants are [CH3:1][C:2]1([CH3:10])[CH2:8][C:7](=[O:9])[O:6][C:4](=[O:5])[CH2:3]1.[CH3:11][O-:12].[Na+].C(OCC)C.Cl. The catalyst is CO. The yield is 0.680. The product is [CH3:11][O:12][C:7](=[O:9])[CH2:8][C:2]([CH3:10])([CH3:1])[CH2:3][C:4]([OH:6])=[O:5]. (6) The reactants are [O:1]=[C:2]([N:26]1[CH2:31][CH2:30][N:29]([C:32](=[O:43])[C:33]2[CH:38]=[CH:37][CH:36]=[CH:35][C:34]=2[C:39]([F:42])([F:41])[F:40])[CH2:28][CH2:27]1)[CH2:3][NH:4][C:5]([C:7]1[CH:11]=[C:10]([C:12]2[CH:17]=[CH:16][CH:15]=[C:14]([O:18]CC3C=CC=CC=3)[CH:13]=2)[NH:9][N:8]=1)=[O:6]. The catalyst is CO.C(Cl)Cl.[Pd]. The product is [O:1]=[C:2]([N:26]1[CH2:27][CH2:28][N:29]([C:32](=[O:43])[C:33]2[CH:38]=[CH:37][CH:36]=[CH:35][C:34]=2[C:39]([F:40])([F:42])[F:41])[CH2:30][CH2:31]1)[CH2:3][NH:4][C:5]([C:7]1[CH:11]=[C:10]([C:12]2[CH:17]=[CH:16][CH:15]=[C:14]([OH:18])[CH:13]=2)[NH:9][N:8]=1)=[O:6]. The yield is 0.237. (7) The reactants are [NH2:1][C:2]1[CH:14]=[CH:13][C:12]([Br:15])=[CH:11][C:3]=1[C:4]([N:6](CC)[CH2:7][CH3:8])=[O:5].C(N)C. No catalyst specified. The product is [NH2:1][C:2]1[CH:14]=[CH:13][C:12]([Br:15])=[CH:11][C:3]=1[C:4]([NH:6][CH2:7][CH3:8])=[O:5]. The yield is 0.700. (8) The reactants are Br[C:2]1[C:10]2[C:6](=[N:7][N:8]([C:11]3[CH:16]=[CH:15][C:14]([N+:17]([O-])=O)=[CH:13][CH:12]=3)[N:9]=2)[C:5](Br)=[CH:4][CH:3]=1.[CH2:21]([O:25][C:26]1[CH:31]=[CH:30][C:29](B(O)O)=[CH:28][CH:27]=1)[CH:22]([CH3:24])[CH3:23].[C:35](=[O:38])([O-])[O-].[Na+].[Na+].[CH2:41](O)[CH2:42][CH2:43]C.[C:46]1(C)[CH:51]=[CH:50][CH:49]=[CH:48][CH:47]=1. The catalyst is O.C1C=CC([P]([Pd]([P](C2C=CC=CC=2)(C2C=CC=CC=2)C2C=CC=CC=2)([P](C2C=CC=CC=2)(C2C=CC=CC=2)C2C=CC=CC=2)[P](C2C=CC=CC=2)(C2C=CC=CC=2)C2C=CC=CC=2)(C2C=CC=CC=2)C2C=CC=CC=2)=CC=1. The product is [CH2:21]([O:25][C:26]1[CH:31]=[CH:30][C:29]([C:2]2[C:10]3[C:6](=[N:7][N:8]([C:11]4[CH:16]=[CH:15][C:14]([NH2:17])=[CH:13][CH:12]=4)[N:9]=3)[C:5]([C:46]3[CH:47]=[CH:48][C:49]([O:38][CH2:35][CH:42]([CH3:43])[CH3:41])=[CH:50][CH:51]=3)=[CH:4][CH:3]=2)=[CH:28][CH:27]=1)[CH:22]([CH3:24])[CH3:23]. The yield is 0.750. (9) The reactants are [CH2:1]([O:8][C:9]([N:11]1[CH2:16][CH2:15][CH2:14][C:13]([N:23]=[N+]=[N-])([C:17]2[CH:22]=[CH:21][CH:20]=[CH:19][CH:18]=2)[CH2:12]1)=[O:10])[C:2]1[CH:7]=[CH:6][CH:5]=[CH:4][CH:3]=1.[BH4-].[Na+].Cl.[OH-].[Na+]. The catalyst is C1COCC1.CO. The product is [CH2:1]([O:8][C:9]([N:11]1[CH2:16][CH2:15][CH2:14][C:13]([NH2:23])([C:17]2[CH:22]=[CH:21][CH:20]=[CH:19][CH:18]=2)[CH2:12]1)=[O:10])[C:2]1[CH:7]=[CH:6][CH:5]=[CH:4][CH:3]=1. The yield is 0.480. (10) The reactants are [CH3:1][C:2]1[C@@H:18]([O:19][C:20]([CH3:22])=[O:21])[CH2:17][C@@:13]2([OH:23])[C:14]([CH3:16])([CH3:15])[C:3]=1[C@@H:4]([O:33][C:34]([CH3:36])=[O:35])[C@H:5]([OH:32])[C@@:6]1([CH3:31])[C@H:11]([CH2:12]2)[C@:10]2([O:26][C:27]([CH3:29])=[O:28])[CH2:24][O:25][C@@H:9]2[CH2:8][C@@H:7]1[OH:30].[OH2:37]. The catalyst is CS(C)=O. The product is [CH3:1][C:2]1[C@@H:18]([O:19][C:20]([CH3:22])=[O:21])[CH2:17][C@:13]2([OH:23])[C:14]([CH3:15])([CH3:16])[C:3]=1[C@@H:4]([O:33][C:34]([CH3:36])=[O:35])[C:5]([C@@:6]1([CH3:31])[C@H:11]([C@@H:12]2[O:37][C:24]([C:10]2[CH:11]=[CH:6][CH:7]=[CH:8][CH:9]=2)=[O:25])[C@:10]2([O:26][C:27]([CH3:29])=[O:28])[CH2:24][O:25][C@@H:9]2[CH2:8][C@@H:7]1[OH:30])=[O:32]. The yield is 0.700.